The task is: Predict the reactants needed to synthesize the given product.. This data is from Full USPTO retrosynthesis dataset with 1.9M reactions from patents (1976-2016). (1) Given the product [Br:10][C:11]1[CH:16]=[CH:15][N:14]=[C:13]2[N:17]([S:20]([C:23]3[CH:28]=[CH:27][CH:26]=[CH:25][CH:24]=3)(=[O:22])=[O:21])[C:18]([C:37]3([OH:39])[CH2:38][CH2:33][N:34]([C:40]([O:42][C:1]([CH3:3])([CH3:6])[CH3:2])=[O:41])[CH2:35][CH2:36]3)=[CH:19][C:12]=12, predict the reactants needed to synthesize it. The reactants are: [CH:1](N)([CH3:3])[CH3:2].[Li][CH2:6]CCC.[Br:10][C:11]1[CH:16]=[CH:15][N:14]=[C:13]2[N:17]([S:20]([C:23]3[CH:28]=[CH:27][CH:26]=[CH:25][CH:24]=3)(=[O:22])=[O:21])[CH:18]=[CH:19][C:12]=12.CC([CH:33]1[CH2:38][C:37](=[O:39])[CH2:36][CH2:35][N:34]1[C:40]([O-:42])=[O:41])(C)C. (2) Given the product [Br:24][C:6]1[C:5]([OH:25])=[C:4]([C:1](=[O:3])[CH3:2])[CH:23]=[CH:22][C:7]=1[O:8][CH2:9][CH2:10][CH2:11][CH2:12][O:13][C:14]1[CH:21]=[CH:20][C:17]([C:18]2[NH:28][N:27]=[N:26][N:19]=2)=[CH:16][CH:15]=1, predict the reactants needed to synthesize it. The reactants are: [C:1]([C:4]1[CH:23]=[CH:22][C:7]([O:8][CH2:9][CH2:10][CH2:11][CH2:12][O:13][C:14]2[CH:21]=[CH:20][C:17]([C:18]#[N:19])=[CH:16][CH:15]=2)=[C:6]([Br:24])[C:5]=1[OH:25])(=[O:3])[CH3:2].[N:26]([Si](C)(C)C)=[N+:27]=[N-:28].C([Sn](=O)CCCC)CCC.